Task: Predict the reactants needed to synthesize the given product.. Dataset: Full USPTO retrosynthesis dataset with 1.9M reactions from patents (1976-2016) (1) Given the product [Cl:19][C:12]1[C:13]2[N:14]=[CH:15][C:6]([O:5][CH2:4][CH:1]3[CH2:3][CH2:2]3)=[CH:7][C:8]=2[N:9]=[CH:10][N:11]=1, predict the reactants needed to synthesize it. The reactants are: [CH:1]1([CH2:4][O:5][C:6]2[CH:15]=[N:14][C:13]3[C:12](=O)[NH:11][CH:10]=[N:9][C:8]=3[CH:7]=2)[CH2:3][CH2:2]1.P(Cl)(Cl)([Cl:19])=O.CCN(C(C)C)C(C)C. (2) Given the product [CH3:1][S:2]([C:5]1[CH:10]=[CH:9][C:8]([O:11][CH2:21][C:20]([O:19][CH3:18])=[O:23])=[CH:7][CH:6]=1)(=[O:3])=[O:4], predict the reactants needed to synthesize it. The reactants are: [CH3:1][S:2]([C:5]1[CH:10]=[CH:9][C:8]([OH:11])=[CH:7][CH:6]=1)(=[O:4])=[O:3].C([O-])([O-])=O.[Cs+].[Cs+].[CH3:18][O:19][C:20](=[O:23])[CH2:21]Br. (3) Given the product [F:16][C:12]1[CH:11]=[C:7]2[C:6](=[CH:14][C:13]=1[F:15])[NH:5][C:3](=[O:1])[NH:4][C:8]2=[O:9], predict the reactants needed to synthesize it. The reactants are: [O:1]([C:3]#[N:4])[K].[NH2:5][C:6]1[CH:14]=[C:13]([F:15])[C:12]([F:16])=[CH:11][C:7]=1[C:8](O)=[O:9].[OH-].[Na+]. (4) Given the product [NH2:22][C:20]1[S:21][C:2]([C:9]2[CH:14]=[CH:13][CH:12]=[C:11]([C:15]([F:18])([F:17])[F:16])[CH:10]=2)=[C:3]([C:4]([O:6][CH3:7])=[O:5])[N:19]=1, predict the reactants needed to synthesize it. The reactants are: Cl[CH:2]([C:9]1[CH:14]=[CH:13][CH:12]=[C:11]([C:15]([F:18])([F:17])[F:16])[CH:10]=1)[C:3](=O)[C:4]([O:6][CH3:7])=[O:5].[NH2:19][C:20]([NH2:22])=[S:21]. (5) The reactants are: [C:1]([C:5]1[O:9][N:8]=[C:7]([NH:10][C:11]([NH:13][C:14]2[CH:19]=[CH:18][CH:17]=[C:16]([SH:20])[CH:15]=2)=[O:12])[CH:6]=1)([CH3:4])([CH3:3])[CH3:2].C(C1ON=C(NC(NC2C=CC=C(O[C:41]3[C:50]4[C:45](=[CH:46][C:47]([O:53][CH2:54][CH3:55])=[C:48]([O:51][CH3:52])[CH:49]=4)[N:44]=[CH:43][N:42]=3)C=2)=O)C=1)(C)(C)C.C([O-])([O-])=O.[Cs+].[Cs+]. Given the product [C:1]([C:5]1[O:9][N:8]=[C:7]([NH:10][C:11]([NH:13][C:14]2[CH:19]=[CH:18][CH:17]=[C:16]([S:20][C:41]3[C:50]4[C:45](=[CH:46][C:47]([O:53][CH2:54][CH3:55])=[C:48]([O:51][CH3:52])[CH:49]=4)[N:44]=[CH:43][N:42]=3)[CH:15]=2)=[O:12])[CH:6]=1)([CH3:4])([CH3:2])[CH3:3], predict the reactants needed to synthesize it. (6) Given the product [CH2:21]([O:20][C:18](=[O:19])[CH2:17][C:13]1([CH2:14][CH3:15])[C:8]2[NH:9][C:4]3[C:5]([C:7]=2[CH2:10][CH2:11][O:12]1)=[CH:6][CH:1]=[CH:2][CH:3]=3)[CH3:22], predict the reactants needed to synthesize it. The reactants are: [CH:1]1[CH:2]=[CH:3][C:4]2[NH:9][CH:8]=[C:7]([CH2:10][CH2:11][OH:12])[C:5]=2[CH:6]=1.[C:13]([CH2:17][C:18]([O:20][CH2:21][CH3:22])=[O:19])(=O)[CH2:14][CH3:15].O.C1(C)C=CC(S(O)(=O)=O)=CC=1. (7) Given the product [CH3:14][O:13][C:10]1[CH:11]=[CH:12][C:7]([CH2:1][CH2:2][CH2:3][CH2:4][C:5]2[N:15]=[N:16][NH:17][N:22]=2)=[CH:8][CH:9]=1.[CH3:14][O:13][C:10]1[CH:9]=[CH:8][C:7]([CH2:1][CH2:2][CH2:3][CH2:4][C:5]2[N:15]=[N:16][NH:17][CH:6]=2)=[CH:12][CH:11]=1, predict the reactants needed to synthesize it. The reactants are: [CH2:1]([C:7]1[CH:12]=[CH:11][C:10]([O:13][CH3:14])=[CH:9][CH:8]=1)[CH2:2][CH2:3][CH2:4][C:5]#[CH:6].[N-:15]=[N+:16]=[N-:17].[Na+].[Cl-].[NH4+].C[N:22](C=O)C.